Dataset: Ames mutagenicity test results for genotoxicity prediction. Task: Regression/Classification. Given a drug SMILES string, predict its toxicity properties. Task type varies by dataset: regression for continuous values (e.g., LD50, hERG inhibition percentage) or binary classification for toxic/non-toxic outcomes (e.g., AMES mutagenicity, cardiotoxicity, hepatotoxicity). Dataset: ames. (1) The compound is Cc1ccc(NCCO)cc1O. The result is 0 (non-mutagenic). (2) The drug is C=CCOC(=O)CC(C)C. The result is 0 (non-mutagenic). (3) The drug is O=C1CCc2ccc3ccc4ccccc4c3c21. The result is 0 (non-mutagenic). (4) The molecule is CC1CC2OC3C(O)C(O)C(C)(C34CO4)C2(CO)C(=O)C1=O. The result is 0 (non-mutagenic). (5) The molecule is COc1cc(CNC(=O)C(C)Br)ccc1O. The result is 1 (mutagenic). (6) The drug is Fc1ccc2cccnc2c1. The result is 1 (mutagenic). (7) The drug is CNC(=O)CSP(=S)(OC)OC. The result is 1 (mutagenic). (8) The molecule is C=C1C/C(=C/C)C(=O)O[C@H]2CCN3CC=C(COC(=O)[C@@]1(O)CO)[C@H]23. The result is 1 (mutagenic). (9) The drug is COc1c2occc2cc2ccc(=O)oc12. The result is 1 (mutagenic).